Dataset: Merck oncology drug combination screen with 23,052 pairs across 39 cell lines. Task: Regression. Given two drug SMILES strings and cell line genomic features, predict the synergy score measuring deviation from expected non-interaction effect. (1) Drug 1: O=C(CCCCCCC(=O)Nc1ccccc1)NO. Drug 2: CCc1c2c(nc3ccc(O)cc13)-c1cc3c(c(=O)n1C2)COC(=O)C3(O)CC. Cell line: LOVO. Synergy scores: synergy=-3.95. (2) Drug 1: Cn1nnc2c(C(N)=O)ncn2c1=O. Drug 2: CCc1c2c(nc3ccc(O)cc13)-c1cc3c(c(=O)n1C2)COC(=O)C3(O)CC. Cell line: NCIH1650. Synergy scores: synergy=-33.4. (3) Cell line: HT29. Drug 2: CCC1(O)C(=O)OCc2c1cc1n(c2=O)Cc2cc3c(CN(C)C)c(O)ccc3nc2-1. Synergy scores: synergy=8.05. Drug 1: NC1(c2ccc(-c3nc4ccn5c(=O)[nH]nc5c4cc3-c3ccccc3)cc2)CCC1. (4) Drug 1: COC1CC2CCC(C)C(O)(O2)C(=O)C(=O)N2CCCCC2C(=O)OC(C(C)CC2CCC(OP(C)(C)=O)C(OC)C2)CC(=O)C(C)C=C(C)C(O)C(OC)C(=O)C(C)CC(C)C=CC=CC=C1C. Drug 2: NC1CCCCC1N.O=C(O)C(=O)O.[Pt+2]. Cell line: NCIH520. Synergy scores: synergy=-6.07. (5) Drug 1: CCN(CC)CCNC(=O)c1c(C)[nH]c(C=C2C(=O)Nc3ccc(F)cc32)c1C. Drug 2: COC1CC2CCC(C)C(O)(O2)C(=O)C(=O)N2CCCCC2C(=O)OC(C(C)CC2CCC(OP(C)(C)=O)C(OC)C2)CC(=O)C(C)C=C(C)C(O)C(OC)C(=O)C(C)CC(C)C=CC=CC=C1C. Cell line: UWB1289. Synergy scores: synergy=29.6. (6) Drug 1: Cc1nc(Nc2ncc(C(=O)Nc3c(C)cccc3Cl)s2)cc(N2CCN(CCO)CC2)n1. Drug 2: Cn1c(=O)n(-c2ccc(C(C)(C)C#N)cc2)c2c3cc(-c4cnc5ccccc5c4)ccc3ncc21. Cell line: CAOV3. Synergy scores: synergy=42.8.